Dataset: Reaction yield outcomes from USPTO patents with 853,638 reactions. Task: Predict the reaction yield, written as a fraction of the theoretical maximum amount of product (1.0 means a 100% yield; for example, 0.34 means a 34% yield). (1) The reactants are Cl.Cl.[S:3]1[C:7]2[CH:8]=[CH:9][CH:10]=[CH:11][C:6]=2[N:5]=[C:4]1[O:12][C:13]1[CH:21]=[C:20]2[C:16]([C:17]([CH2:22][N:23]3[CH2:28][CH2:27][CH:26]([NH2:29])[CH2:25][CH2:24]3)=[CH:18][NH:19]2)=[CH:15][CH:14]=1.CCN(CC)CC.[C:37](OC(=O)C)(=[O:39])[CH3:38]. The catalyst is C(Cl)Cl. The product is [S:3]1[C:7]2[CH:8]=[CH:9][CH:10]=[CH:11][C:6]=2[N:5]=[C:4]1[O:12][C:13]1[CH:21]=[C:20]2[C:16]([C:17]([CH2:22][N:23]3[CH2:28][CH2:27][CH:26]([NH:29][C:37](=[O:39])[CH3:38])[CH2:25][CH2:24]3)=[CH:18][NH:19]2)=[CH:15][CH:14]=1. The yield is 0.600. (2) The reactants are [Cl:1][CH2:2][CH2:3][CH2:4][CH:5]([C:7]1[S:8][CH:9]=[CH:10][CH:11]=1)[OH:6].[Cl:12][C:13]1[CH:18]=[CH:17][C:16]([Cl:19])=[CH:15][C:14]=1O.C1(P(C2C=CC=CC=2)C2C=CC=CC=2)C=CC=CC=1.N(C(OCC)=O)=NC(OCC)=O. The catalyst is O1CCCC1. The product is [Cl:1][CH2:2][CH2:3][CH2:4][CH:5]([C:7]1[S:8][CH:9]=[CH:10][CH:11]=1)[O:6][C:17]1[CH:18]=[C:13]([Cl:12])[CH:14]=[CH:15][C:16]=1[Cl:19]. The yield is 0.570. (3) The product is [F:38][C:35]([F:36])([F:37])[C:21]1[N:20]=[C:19]([N:17]2[CH:18]=[C:14]([C:11]3[S:10][C:9]([S:6]([NH2:5])(=[O:8])=[O:7])=[CH:13][CH:12]=3)[N:15]=[CH:16]2)[CH:24]=[C:23]([C:25]2[CH:26]=[CH:27][C:28]([C:31]([F:32])([F:33])[F:34])=[CH:29][CH:30]=2)[CH:22]=1. No catalyst specified. The reactants are C([NH:5][S:6]([C:9]1[S:10][C:11]([C:14]2[N:15]=[CH:16][N:17]([C:19]3[CH:24]=[C:23]([C:25]4[CH:30]=[CH:29][C:28]([C:31]([F:34])([F:33])[F:32])=[CH:27][CH:26]=4)[CH:22]=[C:21]([C:35]([F:38])([F:37])[F:36])[N:20]=3)[CH:18]=2)=[CH:12][CH:13]=1)(=[O:8])=[O:7])(C)(C)C.C(O)(C(F)(F)F)=O. The yield is 0.940. (4) The reactants are Br[C:2]1[CH:3]=[CH:4][C:5]2[N:6]([C:15]3[CH:20]=[CH:19][CH:18]=[CH:17][CH:16]=3)[C:7]3[C:12]([C:13]=2[CH:14]=1)=[CH:11][CH:10]=[CH:9][CH:8]=3.CCCCCC.C([Li])CCC.[B:32](OC)([O:35]C)[O:33]C.Cl. The catalyst is C1COCC1. The product is [C:7]1([N:6]2[C:5]3[CH:13]=[CH:14][C:2]([B:32]([OH:35])[OH:33])=[CH:3][C:4]=3[C:20]3[C:15]2=[CH:16][CH:17]=[CH:18][CH:19]=3)[CH:12]=[CH:11][CH:10]=[CH:9][CH:8]=1. The yield is 0.580. (5) The reactants are [CH3:1][O:2][C:3]1[CH:9]=[CH:8][C:6]([NH2:7])=[CH:5][CH:4]=1.C(N(CC)CC)C.[Cl-].ClC1N(C)CC[NH+]1C.[CH3:26][O:27][C:28]1[C:29](=[O:52])[C:30]([CH3:51])=[C:31]([CH2:37][C:38]2[CH:39]=[CH:40][C:41]([O:47][CH:48]([CH3:50])[CH3:49])=[C:42]([CH:46]=2)[C:43](O)=[O:44])[C:32](=[O:36])[C:33]=1[O:34][CH3:35]. The catalyst is C(Cl)Cl. The product is [CH3:26][O:27][C:28]1[C:29](=[O:52])[C:30]([CH3:51])=[C:31]([CH2:37][C:38]2[CH:39]=[CH:40][C:41]([O:47][CH:48]([CH3:49])[CH3:50])=[C:42]([CH:46]=2)[C:43]([NH:7][C:6]2[CH:8]=[CH:9][C:3]([O:2][CH3:1])=[CH:4][CH:5]=2)=[O:44])[C:32](=[O:36])[C:33]=1[O:34][CH3:35]. The yield is 0.630. (6) The reactants are C([O-])([O-])=O.[K+].[K+].[NH:7]1[CH2:11][CH2:10][CH2:9][CH2:8]1.F[C:13]1[N:18]=[C:17]([S:19][CH2:20][CH2:21][CH2:22][C:23]2[CH:28]=[CH:27][CH:26]=[CH:25][CH:24]=2)[C:16]([C:29]([NH:31][CH2:32][C:33]2[S:34][CH:35]=[CH:36][CH:37]=2)=[O:30])=[CH:15][CH:14]=1.CCCCCC.CC(=O)OCC. The catalyst is CN(C=O)C. The product is [C:23]1([CH2:22][CH2:21][CH2:20][S:19][C:17]2[C:16]([C:29]([NH:31][CH2:32][C:33]3[S:34][CH:35]=[CH:36][CH:37]=3)=[O:30])=[CH:15][CH:14]=[C:13]([N:7]3[CH2:11][CH2:10][CH2:9][CH2:8]3)[N:18]=2)[CH:28]=[CH:27][CH:26]=[CH:25][CH:24]=1. The yield is 0.710. (7) The reactants are Br[C:2]1[N:7]=[C:6]([C:8]2[N:9]([CH2:21][C:22]3[CH:27]=[CH:26][C:25]([CH3:28])=[CH:24][C:23]=3[CH3:29])[C:10](=[O:20])[C:11]([C:18]#[N:19])=[C:12]([C:14]([F:17])([F:16])[F:15])[CH:13]=2)[CH:5]=[CH:4][CH:3]=1.[CH2:30]([O:32][C:33]([C:35]1[NH:36][C:37]2[C:42]([CH:43]=1)=[CH:41][CH:40]=[C:39](B1OC(C)(C)C(C)(C)O1)[CH:38]=2)=[O:34])[CH3:31].C([O-])([O-])=O.[K+].[K+].N#N. The catalyst is COCCOC.O.CCOC(C)=O.C1C=CC([P]([Pd]([P](C2C=CC=CC=2)(C2C=CC=CC=2)C2C=CC=CC=2)([P](C2C=CC=CC=2)(C2C=CC=CC=2)C2C=CC=CC=2)[P](C2C=CC=CC=2)(C2C=CC=CC=2)C2C=CC=CC=2)(C2C=CC=CC=2)C2C=CC=CC=2)=CC=1. The product is [C:18]([C:11]1[C:10](=[O:20])[N:9]([CH2:21][C:22]2[CH:27]=[CH:26][C:25]([CH3:28])=[CH:24][C:23]=2[CH3:29])[C:8]([C:6]2[CH:5]=[CH:4][CH:3]=[C:2]([C:39]3[CH:38]=[C:37]4[C:42]([CH:43]=[C:35]([C:33]([O:32][CH2:30][CH3:31])=[O:34])[NH:36]4)=[CH:41][CH:40]=3)[N:7]=2)=[CH:13][C:12]=1[C:14]([F:17])([F:16])[F:15])#[N:19]. The yield is 0.596. (8) The reactants are [C:1]([OH:4])(=O)[CH3:2].[C:5]1([CH:11]([C:34]2[CH:39]=[CH:38][CH:37]=[CH:36][CH:35]=2)[CH2:12][CH2:13][N:14]([CH:28]2[CH2:33][CH2:32][NH:31][CH2:30][CH2:29]2)[C:15]([NH:17][C:18]2[CH:23]=[CH:22][CH:21]=[C:20]([C:24]([F:27])([F:26])[F:25])[CH:19]=2)=[O:16])[CH:10]=[CH:9][CH:8]=[CH:7][CH:6]=1. The catalyst is ClCCl. The product is [C:1]([N:31]1[CH2:32][CH2:33][CH:28]([N:14]([CH2:13][CH2:12][CH:11]([C:5]2[CH:10]=[CH:9][CH:8]=[CH:7][CH:6]=2)[C:34]2[CH:35]=[CH:36][CH:37]=[CH:38][CH:39]=2)[C:15]([NH:17][C:18]2[CH:23]=[CH:22][CH:21]=[C:20]([C:24]([F:25])([F:26])[F:27])[CH:19]=2)=[O:16])[CH2:29][CH2:30]1)(=[O:4])[CH3:2]. The yield is 0.620. (9) The reactants are [CH3:1][C@H:2]1[CH2:7][NH:6][C@H:5]([CH3:8])[CH2:4][N:3]1[C@H:9]([C:16]1[CH:28]=[CH:27][C:19]([C:20]([N:22]([CH2:25][CH3:26])[CH2:23][CH3:24])=[O:21])=[CH:18][CH:17]=1)[C:10]1[CH:15]=[CH:14][CH:13]=[CH:12][CH:11]=1.[I-].[Na+].C(N(CC)CC)C.[F:38][C:39]1[CH:40]=[C:41]([CH:44]=[CH:45][CH:46]=1)[CH2:42]Br. The catalyst is C(#N)C. The product is [CH3:1][C@H:2]1[CH2:7][N:6]([CH2:42][C:41]2[CH:44]=[CH:45][CH:46]=[C:39]([F:38])[CH:40]=2)[C@H:5]([CH3:8])[CH2:4][N:3]1[C@H:9]([C:16]1[CH:17]=[CH:18][C:19]([C:20]([N:22]([CH2:25][CH3:26])[CH2:23][CH3:24])=[O:21])=[CH:27][CH:28]=1)[C:10]1[CH:11]=[CH:12][CH:13]=[CH:14][CH:15]=1. The yield is 0.973.